This data is from Full USPTO retrosynthesis dataset with 1.9M reactions from patents (1976-2016). The task is: Predict the reactants needed to synthesize the given product. (1) Given the product [C:1]([C:5]1[C:13]([S:55][C:46]2[N:45]([CH2:44][C:43]3[CH:66]=[CH:67][C:40]([O:39][CH3:38])=[CH:41][CH:42]=3)[C:53]3[CH:52]=[CH:51][N:50]=[C:49]([NH2:54])[C:48]=3[N:47]=2)=[CH:12][C:8]2[O:9][CH2:10][O:11][C:7]=2[CH:6]=1)([CH3:4])([CH3:3])[CH3:2], predict the reactants needed to synthesize it. The reactants are: [C:1]([C:5]1[C:13](I)=[CH:12][C:8]2[O:9][CH2:10][O:11][C:7]=2[CH:6]=1)([CH3:4])([CH3:3])[CH3:2].CC([O-])(C)C.[Na+].CC1C=CC2C=CC3C=CC(C)=NC=3C=2N=1.O.[CH3:38][O:39][C:40]1[CH:67]=[CH:66][C:43]([CH2:44][N:45]2[C:53]3[CH:52]=[CH:51][N:50]=[C:49]([NH2:54])[C:48]=3[N:47]=[C:46]2[S:55]C2C(C)=CC3OCOC=3C=2)=[CH:42][CH:41]=1. (2) Given the product [CH:46]([OH:47])=[O:62].[C:1]([C:5]1[CH:9]=[C:8]([NH:10][C:11]([NH:13][C@@H:14]2[C:23]3[C:18](=[CH:19][CH:20]=[CH:21][CH:22]=3)[C@H:17]([O:24][C:25]3[CH:26]=[CH:27][C:28]4[N:29]([C:31]([N:34]5[CH2:39][CH2:38][CH2:37][CH2:36][C@@H:35]5[CH3:40])=[N:32][N:33]=4)[CH:30]=3)[CH2:16][CH2:15]2)=[O:12])[N:7]([C:41]2[CH:54]=[CH:53][CH:52]=[C:43]([O:44][CH2:45][CH2:46][N:57]([CH2:55][CH3:56])[CH3:58])[CH:42]=2)[N:6]=1)([CH3:4])([CH3:3])[CH3:2], predict the reactants needed to synthesize it. The reactants are: [C:1]([C:5]1[CH:9]=[C:8]([NH:10][C:11]([NH:13][C@@H:14]2[C:23]3[C:18](=[CH:19][CH:20]=[CH:21][CH:22]=3)[C@H:17]([O:24][C:25]3[CH:26]=[CH:27][C:28]4[N:29]([C:31]([N:34]5[CH2:39][CH2:38][CH2:37][CH2:36][C@@H:35]5[CH3:40])=[N:32][N:33]=4)[CH:30]=3)[CH2:16][CH2:15]2)=[O:12])[N:7]([C:41]2[CH:42]=[C:43]([CH:52]=[CH:53][CH:54]=2)[O:44][CH2:45][CH2:46][O:47]S(C)(=O)=O)[N:6]=1)([CH3:4])([CH3:3])[CH3:2].[CH2:55]([NH:57][CH3:58])[CH3:56].C1C[O:62]CC1.